This data is from Catalyst prediction with 721,799 reactions and 888 catalyst types from USPTO. The task is: Predict which catalyst facilitates the given reaction. (1) Reactant: [CH2:1]([N:4]([CH:15]1[CH2:24][CH2:23][C:18]2(OCC[O:19]2)[CH2:17][CH2:16]1)[C:5](=[O:14])[O:6][CH2:7][C:8]1[CH:13]=[CH:12][CH:11]=[CH:10][CH:9]=1)[CH2:2][CH3:3].Cl. Product: [O:19]=[C:18]1[CH2:23][CH2:24][CH:15]([N:4]([CH2:1][CH2:2][CH3:3])[C:5](=[O:14])[O:6][CH2:7][C:8]2[CH:9]=[CH:10][CH:11]=[CH:12][CH:13]=2)[CH2:16][CH2:17]1. The catalyst class is: 10. (2) Reactant: [Br:1][C:2]1[C:3]([CH3:9])=[C:4]([CH:6]=[CH:7][CH:8]=1)[NH2:5].C(N(C(C)C)CC)(C)C.ClCCl.[C:22]12([C:32](Cl)=[O:33])[CH2:31][CH:26]3[CH2:27][CH:28]([CH2:30][CH:24]([CH2:25]3)[CH2:23]1)[CH2:29]2. Product: [Br:1][C:2]1[C:3]([CH3:9])=[C:4]([NH:5][C:32]([C:22]23[CH2:31][CH:26]4[CH2:25][CH:24]([CH2:30][CH:28]([CH2:27]4)[CH2:29]2)[CH2:23]3)=[O:33])[CH:6]=[CH:7][CH:8]=1. The catalyst class is: 13.